From a dataset of NCI-60 drug combinations with 297,098 pairs across 59 cell lines. Regression. Given two drug SMILES strings and cell line genomic features, predict the synergy score measuring deviation from expected non-interaction effect. (1) Drug 1: CC1C(C(CC(O1)OC2CC(CC3=C2C(=C4C(=C3O)C(=O)C5=C(C4=O)C(=CC=C5)OC)O)(C(=O)CO)O)N)O.Cl. Drug 2: CN(C(=O)NC(C=O)C(C(C(CO)O)O)O)N=O. Cell line: OVCAR-8. Synergy scores: CSS=-9.48, Synergy_ZIP=6.73, Synergy_Bliss=5.61, Synergy_Loewe=-4.35, Synergy_HSA=-4.16. (2) Drug 1: CC1=C(C=C(C=C1)NC2=NC=CC(=N2)N(C)C3=CC4=NN(C(=C4C=C3)C)C)S(=O)(=O)N.Cl. Drug 2: C1CCC(CC1)NC(=O)N(CCCl)N=O. Cell line: SK-MEL-5. Synergy scores: CSS=16.8, Synergy_ZIP=-1.69, Synergy_Bliss=6.63, Synergy_Loewe=1.18, Synergy_HSA=1.74.